From a dataset of Reaction yield outcomes from USPTO patents with 853,638 reactions. Predict the reaction yield, written as a fraction of the theoretical maximum amount of product (1.0 means a 100% yield; for example, 0.34 means a 34% yield). (1) The reactants are [I:1][C:2]1[C:10]2[C:5](=[N:6][CH:7]=[N:8][C:9]=2[NH2:11])[NH:4][N:3]=1.Br[CH2:13][C:14]1[O:15][C:16](=[O:30])[C:17]2[C:22]([C:23]=1[C:24]1[CH:29]=[CH:28][CH:27]=[CH:26][CH:25]=1)=[CH:21][CH:20]=[CH:19][CH:18]=2.C([O-])([O-])=O.[K+].[K+]. The catalyst is CN(C=O)C. The product is [NH2:11][C:9]1[N:8]=[CH:7][N:6]=[C:5]2[N:4]([CH2:13][C:14]3[O:15][C:16](=[O:30])[C:17]4[C:22]([C:23]=3[C:24]3[CH:25]=[CH:26][CH:27]=[CH:28][CH:29]=3)=[CH:21][CH:20]=[CH:19][CH:18]=4)[N:3]=[C:2]([I:1])[C:10]=12. The yield is 0.880. (2) The reactants are Cl[C:2]1[C:7]([C:8]([NH2:10])=[O:9])=[CH:6][N:5]=[C:4](Cl)[CH:3]=1.[NH2:12][C:13]1[CH:18]=[CH:17][C:16]([C:19]([N:21]2[CH2:26][CH2:25][O:24][CH2:23][CH2:22]2)=[O:20])=[CH:15][CH:14]=1.C(O[C:32](=[O:39])[NH:33][C@H:34]1[CH2:38][CH2:37][NH:36][CH2:35]1)(C)(C)C.[C:40](O)(=O)[CH:41]=C. No catalyst specified. The product is [C:32]([NH:33][C@H:34]1[CH2:38][CH2:37][N:36]([C:4]2[CH:3]=[C:2]([NH:12][C:13]3[CH:14]=[CH:15][C:16]([C:19]([N:21]4[CH2:22][CH2:23][O:24][CH2:25][CH2:26]4)=[O:20])=[CH:17][CH:18]=3)[C:7]([C:8]([NH2:10])=[O:9])=[CH:6][N:5]=2)[CH2:35]1)(=[O:39])[CH:40]=[CH2:41]. The yield is 0.240. (3) The reactants are [CH2:1]([N:3]1[C:7]2=[N:8][C:9]([CH2:32][CH3:33])=[C:10]([CH2:19][NH:20][C:21]([C:23]3[CH:24]=[C:25]([CH:29]=[CH:30][CH:31]=3)[C:26]([OH:28])=O)=[O:22])[C:11]([NH:12][CH:13]3[CH2:18][CH2:17][O:16][CH2:15][CH2:14]3)=[C:6]2[CH:5]=[N:4]1)[CH3:2].Cl.Cl.[CH3:36][N:37]1[CH:42]2[CH2:43][CH2:44][CH:38]1[CH2:39][CH:40]([CH2:45][C:46]1[CH:47]=[C:48]([C:52]3[CH:57]=[CH:56][CH:55]=[C:54]([CH2:58][NH2:59])[CH:53]=3)[CH:49]=[CH:50][CH:51]=1)[CH2:41]2.CN(C(ON1N=NC2C=CC=CC1=2)=[N+](C)C)C.F[P-](F)(F)(F)(F)F. The catalyst is CS(C)=O. The product is [CH2:1]([N:3]1[C:7]2=[N:8][C:9]([CH2:32][CH3:33])=[C:10]([CH2:19][NH:20][C:21]([C:23]3[CH:31]=[CH:30][CH:29]=[C:25]([C:26]([NH:59][CH2:58][C:54]4[CH:53]=[C:52]([C:48]5[CH:49]=[CH:50][CH:51]=[C:46]([CH2:45][CH:40]6[CH2:39][CH:38]7[N:37]([CH3:36])[CH:42]([CH2:43][CH2:44]7)[CH2:41]6)[CH:47]=5)[CH:57]=[CH:56][CH:55]=4)=[O:28])[CH:24]=3)=[O:22])[C:11]([NH:12][CH:13]3[CH2:14][CH2:15][O:16][CH2:17][CH2:18]3)=[C:6]2[CH:5]=[N:4]1)[CH3:2]. The yield is 0.520. (4) The reactants are [Br-:1].[Li+].CS(O[C@@H:8]([CH2:12][C:13]1[CH:18]=[CH:17][CH:16]=[CH:15][CH:14]=1)[C:9]([OH:11])=[O:10])(=O)=O.C(Cl)Cl. The catalyst is O. The product is [Br:1][C@H:8]([CH2:12][C:13]1[CH:18]=[CH:17][CH:16]=[CH:15][CH:14]=1)[C:9]([OH:11])=[O:10]. The yield is 0.840. (5) The reactants are C([O:3][C:4]([C:6]1[NH:7][C:8]([CH:19]=[C:20]2[C:28]3[C:23](=[CH:24][CH:25]=[C:26]([Cl:29])[CH:27]=3)[NH:22][C:21]2=[O:30])=[C:9]([CH2:12][CH2:13][C:14]([O:16]CC)=[O:15])[C:10]=1[CH3:11])=[O:5])C.[OH-].[K+].Cl. The catalyst is C(O)C.O. The product is [C:14]([CH2:13][CH2:12][C:9]1[C:10]([CH3:11])=[C:6]([C:4]([OH:5])=[O:3])[NH:7][C:8]=1[CH:19]=[C:20]1[C:28]2[C:23](=[CH:24][CH:25]=[C:26]([Cl:29])[CH:27]=2)[NH:22][C:21]1=[O:30])([OH:16])=[O:15]. The yield is 1.00.